Dataset: Full USPTO retrosynthesis dataset with 1.9M reactions from patents (1976-2016). Task: Predict the reactants needed to synthesize the given product. (1) Given the product [Cl:1][C:2]1[CH:3]=[C:4]([CH:14]=[CH:15][C:16]=1[Cl:17])[CH2:5][N:6]1[CH2:11][CH2:10][O:9][C@@H:8]([CH2:12][NH:13][C:29](=[O:30])[CH2:28][C:25]2[CH:24]=[CH:23][C:22]([S:19]([CH3:18])(=[O:20])=[O:21])=[CH:27][CH:26]=2)[CH2:7]1, predict the reactants needed to synthesize it. The reactants are: [Cl:1][C:2]1[CH:3]=[C:4]([CH:14]=[CH:15][C:16]=1[Cl:17])[CH2:5][N:6]1[CH2:11][CH2:10][O:9][C@@H:8]([CH2:12][NH2:13])[CH2:7]1.[CH3:18][S:19]([C:22]1[CH:27]=[CH:26][C:25]([CH2:28][C:29](O)=[O:30])=[CH:24][CH:23]=1)(=[O:21])=[O:20]. (2) Given the product [CH3:7][N:8]([C:43]1[CH:48]=[CH:47][CH:46]=[CH:45][CH:44]=1)[NH:9][C:10]([C:12]1[S:42][C:15]2[NH:16][N:17]=[C:18]([NH:19][C:20](=[O:34])[C:21]3[CH:22]=[CH:23][C:24]([CH2:27][N:28]4[CH2:29][CH2:30][O:31][CH2:32][CH2:33]4)=[CH:25][CH:26]=3)[C:14]=2[CH:13]=1)=[O:11], predict the reactants needed to synthesize it. The reactants are: C(=O)([O-])[O-].[K+].[K+].[CH3:7][N:8]([C:43]1[CH:48]=[CH:47][CH:46]=[CH:45][CH:44]=1)[NH:9][C:10]([C:12]1[S:42][C:15]2[N:16](C(OC(C)(C)C)=O)[N:17]=[C:18]([NH:19][C:20](=[O:34])[C:21]3[CH:26]=[CH:25][C:24]([CH2:27][N:28]4[CH2:33][CH2:32][O:31][CH2:30][CH2:29]4)=[CH:23][CH:22]=3)[C:14]=2[CH:13]=1)=[O:11]. (3) Given the product [Cl:39][C:25]1[C:26]([NH:28][C@@H:29]2[C@@H:34]3[CH2:35][C@@H:31]([CH:32]=[CH:33]3)[C@@H:30]2[C:36]([NH2:38])=[O:37])=[N:27][C:22]([NH:20][C:4]2[CH:5]=[CH:6][C:7]3[CH2:13][CH2:12][CH:11]([NH:14][CH2:15][C:16]([F:18])([F:17])[F:19])[CH2:10][CH2:9][C:8]=3[C:3]=2[O:2][CH3:1])=[N:23][CH:24]=1, predict the reactants needed to synthesize it. The reactants are: [CH3:1][O:2][C:3]1[C:8]2[CH2:9][CH2:10][CH:11]([NH:14][CH2:15][C:16]([F:19])([F:18])[F:17])[CH2:12][CH2:13][C:7]=2[CH:6]=[CH:5][C:4]=1[NH2:20].Cl[C:22]1[N:27]=[C:26]([NH:28][C@@H:29]2[C@@H:34]3[CH2:35][C@@H:31]([CH:32]=[CH:33]3)[C@@H:30]2[C:36]([NH2:38])=[O:37])[C:25]([Cl:39])=[CH:24][N:23]=1. (4) Given the product [CH3:1][O:2][C:3](=[O:12])[C:4]1[CH:9]=[CH:8][C:7]([I:10])=[C:6]([NH:11][C:15](=[O:16])[C:14]([F:25])([F:24])[F:13])[CH:5]=1, predict the reactants needed to synthesize it. The reactants are: [CH3:1][O:2][C:3](=[O:12])[C:4]1[CH:9]=[CH:8][C:7]([I:10])=[C:6]([NH2:11])[CH:5]=1.[F:13][C:14]([F:25])([F:24])[C:15](O[C:15](=[O:16])[C:14]([F:25])([F:24])[F:13])=[O:16]. (5) Given the product [Br:1][C:2]1[C:10]2[C:9]([NH:17][CH:13]3[CH2:16][CH2:15][CH2:14]3)=[N:8][C:7]([Cl:12])=[N:6][C:5]=2[NH:4][CH:3]=1, predict the reactants needed to synthesize it. The reactants are: [Br:1][C:2]1[C:10]2[C:9](Cl)=[N:8][C:7]([Cl:12])=[N:6][C:5]=2[NH:4][CH:3]=1.[CH:13]1([NH2:17])[CH2:16][CH2:15][CH2:14]1.C(Cl)Cl.O. (6) Given the product [C:1]([O:5][C:6](=[O:7])[NH:8][CH2:9][C@H:10]([C:11](=[O:12])[NH2:16])[CH3:14])([CH3:4])([CH3:3])[CH3:2], predict the reactants needed to synthesize it. The reactants are: [C:1]([O:5][C:6]([NH:8][CH2:9][C@@H:10]([CH3:14])[C:11](O)=[O:12])=[O:7])([CH3:4])([CH3:3])[CH3:2].C[N:16](C)CCCN=C=NCC.ON1C(=O)CCC1=O.[OH-].[NH4+].Cl. (7) Given the product [Cl:1][C:2]1[CH:7]=[C:6]([O:8][C:9]2[C:10]([C:19]3[CH:20]=[CH:21][CH:22]=[CH:23][N:18]=3)=[N:11][C:12]([CH3:15])=[CH:13][CH:14]=2)[CH:5]=[CH:4][N:3]=1, predict the reactants needed to synthesize it. The reactants are: [Cl:1][C:2]1[CH:7]=[C:6]([O:8][C:9]2[C:10](I)=[N:11][C:12]([CH3:15])=[CH:13][CH:14]=2)[CH:5]=[CH:4][N:3]=1.[Br-].[N:18]1[CH:23]=[CH:22][CH:21]=[CH:20][C:19]=1[Zn+].C1COCC1.CC(N(C)C)=O. (8) Given the product [CH3:21][O:20][C:17]1[CH:18]=[CH:19][C:14]([CH2:13][O:12][C:9]2[CH:10]=[CH:11][C:2]([S:39]([C:36]3[CH:37]=[CH:38][C:33]([CH3:32])=[CH:34][CH:35]=3)(=[O:41])=[O:40])=[C:3]3[C:8]=2[N:7]=[CH:6][CH:5]=[CH:4]3)=[CH:15][CH:16]=1, predict the reactants needed to synthesize it. The reactants are: I[C:2]1[CH:11]=[CH:10][C:9]([O:12][CH2:13][C:14]2[CH:19]=[CH:18][C:17]([O:20][CH3:21])=[CH:16][CH:15]=2)=[C:8]2[C:3]=1[CH:4]=[CH:5][C:6](=O)[NH:7]2.N1CCC[C@H]1C([O-])=O.[Na+].[CH3:32][C:33]1[CH:38]=[CH:37][C:36]([S:39]([O-:41])=[O:40])=[CH:35][CH:34]=1.[Na+].O. (9) Given the product [F:1][C:2]([F:11])([F:12])[C:3]1[CH:4]=[CH:5][C:6]([C:9]([NH2:10])=[S:15])=[CH:7][CH:8]=1, predict the reactants needed to synthesize it. The reactants are: [F:1][C:2]([F:12])([F:11])[C:3]1[CH:8]=[CH:7][C:6]([C:9]#[N:10])=[CH:5][CH:4]=1.C(N)(=[S:15])C.Cl.O. (10) Given the product [ClH:54].[O:22]1[C:31]2[CH:30]=[C:29]([CH2:32][NH:33][CH:41]3[CH2:46][CH2:45][N:44]([CH2:16][CH:4]4[C:3]5[C:8]6=[C:9]([CH:12]=[CH:13][C:14](=[O:15])[N:7]6[CH2:6][CH2:5]4)[CH:10]=[CH:11][C:2]=5[F:1])[CH2:43][CH2:42]3)[N:28]=[CH:27][C:26]=2[O:25][CH2:24][CH2:23]1, predict the reactants needed to synthesize it. The reactants are: [F:1][C:2]1[CH:11]=[CH:10][C:9]2[CH:12]=[CH:13][C:14](=[O:15])[N:7]3[C:8]=2[C:3]=1[CH:4]([CH:16]=O)[CH2:5][CH2:6]3.C(O)(=O)C.[O:22]1[C:31]2[CH:30]=[C:29]([CH2:32][N:33]([CH:41]3[CH2:46][CH2:45][NH:44][CH2:43][CH2:42]3)C(=O)OC(C)(C)C)[N:28]=[CH:27][C:26]=2[O:25][CH2:24][CH2:23]1.C(O)(C(F)(F)F)=O.[Cl:54]CCl.